The task is: Predict which catalyst facilitates the given reaction.. This data is from Catalyst prediction with 721,799 reactions and 888 catalyst types from USPTO. (1) Reactant: [NH2:1][C@H:2]([CH2:18][C:19]1[CH:24]=[CH:23][C:22]([CH2:25][CH3:26])=[C:21]([CH2:27][CH3:28])[CH:20]=1)[C:3]([N:5]1[CH2:10][CH2:9][N:8]([CH:11]2[CH2:16][CH2:15][N:14]([CH3:17])[CH2:13][CH2:12]2)[CH2:7][CH2:6]1)=[O:4].[NH:29]1[CH2:34][CH2:33][CH:32]([N:35]2[CH2:41][CH2:40][C:39]3[CH:42]=[CH:43][CH:44]=[CH:45][C:38]=3[NH:37][C:36]2=[O:46])[CH2:31][CH2:30]1.C1C[O:50][CH2:49]C1. Product: [CH2:27]([C:21]1[CH:20]=[C:19]([CH:24]=[CH:23][C:22]=1[CH2:25][CH3:26])[CH2:18][C@@H:2]([NH:1][C:49]([N:29]1[CH2:30][CH2:31][CH:32]([N:35]2[CH2:41][CH2:40][C:39]3[CH:42]=[CH:43][CH:44]=[CH:45][C:38]=3[NH:37][C:36]2=[O:46])[CH2:33][CH2:34]1)=[O:50])[C:3]([N:5]1[CH2:10][CH2:9][N:8]([CH:11]2[CH2:16][CH2:15][N:14]([CH3:17])[CH2:13][CH2:12]2)[CH2:7][CH2:6]1)=[O:4])[CH3:28]. The catalyst class is: 3. (2) The catalyst class is: 8. Reactant: [Cl:1][C:2]1[N:7]=[C:6](Cl)[C:5]([F:9])=[CH:4][N:3]=1.[NH2:10][CH2:11][CH2:12][CH2:13][OH:14].C(=O)([O-])[O-].[Na+].[Na+]. Product: [Cl:1][C:2]1[N:7]=[C:6]([NH:10][CH2:11][CH2:12][CH2:13][OH:14])[C:5]([F:9])=[CH:4][N:3]=1.